From a dataset of Full USPTO retrosynthesis dataset with 1.9M reactions from patents (1976-2016). Predict the reactants needed to synthesize the given product. (1) Given the product [F:26][C:2]([F:25])([F:1])[C:3]1[CH:20]=[C:19]([C:21]([F:24])([F:22])[F:23])[CH:18]=[CH:17][C:4]=1[CH2:5][O:6][C:7]1[CH:14]=[CH:13][C:10](/[CH:43]=[C:29]2\[NH:30][C:31](=[O:41])[NH:32][C:28]\2=[NH:27])=[CH:9][C:8]=1[O:15][CH3:16], predict the reactants needed to synthesize it. The reactants are: [F:1][C:2]([F:26])([F:25])[C:3]1[CH:20]=[C:19]([C:21]([F:24])([F:23])[F:22])[CH:18]=[CH:17][C:4]=1[CH2:5][O:6][C:7]1[CH:14]=[CH:13][C:10](C=O)=[CH:9][C:8]=1[O:15][CH3:16].[NH:27]=[C:28]1[N:32](C(C2C=CC=CC=2)=O)[C:31](=[O:41])[NH:30][CH2:29]1.N1CCCC[CH2:43]1. (2) Given the product [ClH:51].[ClH:51].[CH3:11][C:12]1[CH:21]=[CH:20][C:19]2[C:14](=[CH:15][CH:16]=[CH:17][C:18]=2[CH:22]2[CH2:27][CH2:26][N:25]([CH2:28][CH2:29][C:30]3[C:39]4[O:38][CH2:37][C:36]5=[C:40]([C:43]([N:5]6[CH2:10][CH2:9][O:8][CH2:7][CH2:6]6)=[O:44])[N:41]=[CH:42][N:35]5[C:34]=4[CH:33]=[CH:32][CH:31]=3)[CH2:24][CH2:23]2)[N:13]=1, predict the reactants needed to synthesize it. The reactants are: C[Al](C)C.[NH:5]1[CH2:10][CH2:9][O:8][CH2:7][CH2:6]1.[CH3:11][C:12]1[CH:21]=[CH:20][C:19]2[C:14](=[CH:15][CH:16]=[CH:17][C:18]=2[CH:22]2[CH2:27][CH2:26][N:25]([CH2:28][CH2:29][C:30]3[C:39]4[O:38][CH2:37][C:36]5=[C:40]([C:43](OCC)=[O:44])[N:41]=[CH:42][N:35]5[C:34]=4[CH:33]=[CH:32][CH:31]=3)[CH2:24][CH2:23]2)[N:13]=1.[OH-].[Na+].C(Cl)[Cl:51].